Dataset: KCNQ2 potassium channel screen with 302,405 compounds. Task: Binary Classification. Given a drug SMILES string, predict its activity (active/inactive) in a high-throughput screening assay against a specified biological target. (1) The compound is S(=O)(=O)(N1C(Cc2c(C1)cccc2)C(=O)N1CCCCCC1)c1sccc1. The result is 0 (inactive). (2) The molecule is O(C(C)C(O)=O)c1ccc(cc1)/C=N\NC(=O)Cc1c2c(ccc1)cccc2. The result is 0 (inactive).